From a dataset of Reaction yield outcomes from USPTO patents with 853,638 reactions. Predict the reaction yield, written as a fraction of the theoretical maximum amount of product (1.0 means a 100% yield; for example, 0.34 means a 34% yield). The reactants are C1(S([N:10]2[C:14]3=[N:15][CH:16]=[C:17]([C:19]#[N:20])[CH:18]=[C:13]3[C:12]([C:21](=[O:38])[C:22]3[C:27]([F:28])=[CH:26][CH:25]=[C:24]([NH:29][S:30](=[O:36])(=[O:35])[N:31]([CH2:33][CH3:34])[CH3:32])[C:23]=3[F:37])=[CH:11]2)(=O)=O)C=CC=CC=1.[F-].C([N+](CCCC)(CCCC)CCCC)CCC.[Cl-].N. The catalyst is C1COCC1. The yield is 0.585. The product is [C:19]([C:17]1[CH:18]=[C:13]2[C:12]([C:21](=[O:38])[C:22]3[C:27]([F:28])=[CH:26][CH:25]=[C:24]([NH:29][S:30](=[O:35])(=[O:36])[N:31]([CH2:33][CH3:34])[CH3:32])[C:23]=3[F:37])=[CH:11][NH:10][C:14]2=[N:15][CH:16]=1)#[N:20].